Dataset: Forward reaction prediction with 1.9M reactions from USPTO patents (1976-2016). Task: Predict the product of the given reaction. (1) Given the reactants C(=O)([O-])[O-].[K+].[K+].[I-].[Na+].[CH3:9][CH:10]([CH3:26])[C:11]([NH:13][C:14]1[CH:19]=[CH:18][CH:17]=[C:16]([CH:20]2[CH2:25][CH2:24][NH:23][CH2:22][CH2:21]2)[CH:15]=1)=[O:12].Cl[CH2:28][CH2:29][C@H:30]([N:37]1[C:45](=[O:46])[C:44]2[C:39](=[CH:40][CH:41]=[CH:42][CH:43]=2)[C:38]1=[O:47])[C:31]1[CH:36]=[CH:35][CH:34]=[CH:33][CH:32]=1, predict the reaction product. The product is: [O:46]=[C:45]1[C:44]2[C:39](=[CH:40][CH:41]=[CH:42][CH:43]=2)[C:38](=[O:47])[N:37]1[C@H:30]([C:31]1[CH:32]=[CH:33][CH:34]=[CH:35][CH:36]=1)[CH2:29][CH2:28][N:23]1[CH2:24][CH2:25][CH:20]([C:16]2[CH:15]=[C:14]([NH:13][C:11](=[O:12])[CH:10]([CH3:26])[CH3:9])[CH:19]=[CH:18][CH:17]=2)[CH2:21][CH2:22]1. (2) Given the reactants [C:1](#[N:5])[CH2:2][C:3]#[N:4].C(=O)([O-])[O-].[Cs+].[Cs+].Cl[C:13]1[C:22]([Cl:23])=[N:21][C:20]2[C:15](=[CH:16][CH:17]=[CH:18][CH:19]=2)[N:14]=1, predict the reaction product. The product is: [Cl:23][C:22]1[C:13]([CH:2]([C:1]#[N:5])[C:3]#[N:4])=[N:14][C:15]2[C:20]([N:21]=1)=[CH:19][CH:18]=[CH:17][CH:16]=2. (3) The product is: [CH3:26][O:25][C:23]1[CH:24]=[C:19]([C:17]2[CH:16]=[C:15]3[C:10](=[C:9]([CH3:8])[CH:18]=2)[C:11](=[O:12])[N:6]([C:4]2[CH:5]=[N:1][NH:2][CH:3]=2)[CH2:29]3)[CH:20]=[N:21][C:22]=1[O:27][CH3:28]. Given the reactants [NH:1]1[CH:5]=[C:4]([NH2:6])[CH:3]=[N:2]1.Br[CH2:8][C:9]1[CH:18]=[C:17]([C:19]2[CH:20]=[N:21][C:22]([O:27][CH3:28])=[C:23]([O:25][CH3:26])[CH:24]=2)[CH:16]=[C:15]([CH3:29])[C:10]=1[C:11](OC)=[O:12].CCN(C(C)C)C(C)C, predict the reaction product. (4) Given the reactants [F:1][C:2]1[CH:7]=[CH:6][C:5]([N:8]2[C:11](=[O:12])[C@H:10]([S:13][CH2:14][CH:15]([C:17]3[CH:22]=[CH:21][C:20]([F:23])=[CH:19][CH:18]=3)[OH:16])[C@H:9]2[C:24]2[CH:43]=[CH:42][C:27]([O:28][CH2:29][C:30]([NH:32][C@H:33]([C:39]([OH:41])=O)[CH2:34][CH2:35][C:36](=[O:38])[NH2:37])=[O:31])=[CH:26][CH:25]=2)=[CH:4][CH:3]=1.Cl.[NH2:45][C@@H:46]([C:54]([O:56]C(C)(C)C)=[O:55])[CH2:47][C:48]1[CH:53]=[CH:52][CH:51]=[CH:50][CH:49]=1.CN1CCOCC1.CN(C(ON1N=NC2C=CC=CC1=2)=[N+](C)C)C.[B-](F)(F)(F)F, predict the reaction product. The product is: [F:1][C:2]1[CH:3]=[CH:4][C:5]([N:8]2[C:11](=[O:12])[C@H:10]([S:13][CH2:14][CH:15]([C:17]3[CH:18]=[CH:19][C:20]([F:23])=[CH:21][CH:22]=3)[OH:16])[C@H:9]2[C:24]2[CH:25]=[CH:26][C:27]([O:28][CH2:29][C:30]([NH:32][C@H:33]([C:39]([NH:45][C@@H:46]([C:54]([OH:56])=[O:55])[CH2:47][C:48]3[CH:53]=[CH:52][CH:51]=[CH:50][CH:49]=3)=[O:41])[CH2:34][CH2:35][C:36](=[O:38])[NH2:37])=[O:31])=[CH:42][CH:43]=2)=[CH:6][CH:7]=1. (5) Given the reactants [Br:1][C:2]1[CH:10]=[CH:9][C:5]2[NH:6][CH:7]=[N:8][C:4]=2[CH:3]=1.[O:11]1[CH:16]=[CH:15][CH2:14][CH2:13][CH2:12]1.CC1C=CC(S(O)(=O)=O)=CC=1.O, predict the reaction product. The product is: [Br:1][C:2]1[CH:10]=[CH:9][C:5]2[N:6]([CH:12]3[CH2:13][CH2:14][CH2:15][CH2:16][O:11]3)[CH:7]=[N:8][C:4]=2[CH:3]=1.